From a dataset of Reaction yield outcomes from USPTO patents with 853,638 reactions. Predict the reaction yield, written as a fraction of the theoretical maximum amount of product (1.0 means a 100% yield; for example, 0.34 means a 34% yield). (1) The reactants are [CH3:1][C:2]1[O:6][C:5]([C:7]2[CH:22]=[CH:21][C:10]([C:11]([NH:13][CH2:14][C:15]3[CH:16]=[N:17][CH:18]=[CH:19][CH:20]=3)=[O:12])=[CH:9][CH:8]=2)=[N:4][C:3]=1[CH2:23][S:24]([CH:27]1[CH2:32][CH2:31][NH:30][CH2:29][CH2:28]1)(=[O:26])=[O:25].[C:33]1(=O)[CH2:37][CH2:36][CH2:35][CH2:34]1.C(O)(=O)C.C(O[BH-](OC(=O)C)OC(=O)C)(=O)C.[Na+]. The catalyst is ClCCCl. The product is [CH:33]1([N:30]2[CH2:29][CH2:28][CH:27]([S:24]([CH2:23][C:3]3[N:4]=[C:5]([C:7]4[CH:8]=[CH:9][C:10]([C:11]([NH:13][CH2:14][C:15]5[CH:16]=[N:17][CH:18]=[CH:19][CH:20]=5)=[O:12])=[CH:21][CH:22]=4)[O:6][C:2]=3[CH3:1])(=[O:25])=[O:26])[CH2:32][CH2:31]2)[CH2:37][CH2:36][CH2:35][CH2:34]1. The yield is 0.700. (2) The reactants are [NH2:1][C:2]1[C:3]([O:20][CH3:21])=[CH:4][C:5]([CH:17]([CH3:19])[CH3:18])=[C:6]([CH:16]=1)[O:7][C:8]1[C:9]([NH2:15])=[N:10][C:11]([NH2:14])=[N:12][CH:13]=1.C(O)(C(F)(F)F)=O.[C:29](Cl)(Cl)=[S:30].[OH-].[Na+]. The catalyst is O. The product is [CH:17]([C:5]1[CH:4]=[C:3]([O:20][CH3:21])[C:2]([N:1]=[C:29]=[S:30])=[CH:16][C:6]=1[O:7][C:8]1[C:9]([NH2:15])=[N:10][C:11]([NH2:14])=[N:12][CH:13]=1)([CH3:19])[CH3:18]. The yield is 0.360. (3) The reactants are [NH2:1][C:2]1[CH:3]=[N:4][N:5]([C@H:7]([CH3:24])[C@:8]([C:16]2[CH:21]=[CH:20][C:19]([F:22])=[CH:18][C:17]=2[F:23])([OH:15])[CH2:9][N:10]2[CH:14]=[N:13][CH:12]=[N:11]2)[CH:6]=1.C(N(CC)CC)C.[CH2:32]([O:34][CH:35]([O:38][CH2:39][CH3:40])[CH2:36]Br)[CH3:33]. The catalyst is CN(C)C=O. The product is [CH2:32]([O:34][CH:35]([O:38][CH2:39][CH3:40])[CH2:36][NH:1][C:2]1[CH:3]=[N:4][N:5]([C@H:7]([CH3:24])[C@:8]([C:16]2[CH:21]=[CH:20][C:19]([F:22])=[CH:18][C:17]=2[F:23])([OH:15])[CH2:9][N:10]2[CH:14]=[N:13][CH:12]=[N:11]2)[CH:6]=1)[CH3:33]. The yield is 0.440. (4) The reactants are C1(P(C2C=CC=CC=2)C2C=CC=CC=2)C=CC=CC=1.BrN1C(=O)CCC1=O.[Br:28][C:29]1[CH:30]=[C:31]([CH:39]([CH2:43][CH:44]2[CH2:48][CH2:47][CH2:46][CH2:45]2)[C:40]([OH:42])=O)[CH:32]=[CH:33][C:34]=1[S:35]([CH3:38])(=[O:37])=[O:36].[NH2:49][C:50]1[CH:55]=[CH:54][C:53]([Br:56])=[CH:52][N:51]=1. The catalyst is C(Cl)Cl. The product is [Br:28][C:29]1[CH:30]=[C:31]([CH:39]([CH2:43][CH:44]2[CH2:48][CH2:47][CH2:46][CH2:45]2)[C:40]([NH:49][C:50]2[CH:55]=[CH:54][C:53]([Br:56])=[CH:52][N:51]=2)=[O:42])[CH:32]=[CH:33][C:34]=1[S:35]([CH3:38])(=[O:36])=[O:37]. The yield is 0.580. (5) The reactants are [CH2:1]([O:8][N:9]1[C:15](=[O:16])[N:14]2[CH2:17][C@H:10]1[CH2:11][CH2:12][C@H:13]2[C:18]([OH:20])=O)[C:2]1[CH:7]=[CH:6][CH:5]=[CH:4][CH:3]=1.[NH2:21][O:22][C@H:23]1[CH2:28][CH2:27][CH2:26][N:25]([C:29]([O:31][C:32]([CH3:35])([CH3:34])[CH3:33])=[O:30])[CH2:24]1.ON1C2C=CC=CC=2N=N1.Cl.C(N=C=NCCCN(C)C)C. The catalyst is C(Cl)Cl. The product is [CH2:1]([O:8][N:9]1[C:15](=[O:16])[N:14]2[CH2:17][C@H:10]1[CH2:11][CH2:12][C@H:13]2[C:18]([NH:21][O:22][C@H:23]1[CH2:28][CH2:27][CH2:26][N:25]([C:29]([O:31][C:32]([CH3:35])([CH3:34])[CH3:33])=[O:30])[CH2:24]1)=[O:20])[C:2]1[CH:3]=[CH:4][CH:5]=[CH:6][CH:7]=1. The yield is 0.820. (6) The reactants are Br[CH2:2][C:3]1[CH:13]=[CH:12][C:11]([O:14][C:15]([F:20])([F:19])[CH:16]([Cl:18])[F:17])=[CH:10][C:4]=1[C:5]([O:7]CC)=O.[CH3:21][N:22]1[C:30]2[C:25](=[CH:26][C:27]([NH2:31])=[CH:28][CH:29]=2)[CH:24]=[CH:23]1.C(N(CC)C(C)C)(C)C.[OH-].[Li+]. The catalyst is C(O)C.O. The product is [Cl:18][CH:16]([F:17])[C:15]([F:19])([F:20])[O:14][C:11]1[CH:10]=[C:4]2[C:3]([CH2:2][N:31]([C:27]3[CH:26]=[C:25]4[C:30](=[CH:29][CH:28]=3)[N:22]([CH3:21])[CH:23]=[CH:24]4)[C:5]2=[O:7])=[CH:13][CH:12]=1. The yield is 0.420. (7) The reactants are [C:1]([C:3]1[CH:11]=[CH:10][CH:9]=[C:8]2[C:4]=1[CH2:5][CH2:6][C@H:7]2[NH:12][C:13](=[O:19])[O:14][C:15]([CH3:18])([CH3:17])[CH3:16])#[N:2].[H-].[Na+].Br[CH2:23][CH2:24][O:25][Si:26]([C:29]([CH3:32])([CH3:31])[CH3:30])([CH3:28])[CH3:27]. The catalyst is CN(C=O)C. The product is [Si:26]([O:25][CH2:24][CH2:23][N:12]([C@H:7]1[C:8]2[C:4](=[C:3]([C:1]#[N:2])[CH:11]=[CH:10][CH:9]=2)[CH2:5][CH2:6]1)[C:13](=[O:19])[O:14][C:15]([CH3:16])([CH3:18])[CH3:17])([C:29]([CH3:32])([CH3:31])[CH3:30])([CH3:28])[CH3:27]. The yield is 0.800. (8) The reactants are [Br:1][C:2]1[CH:7]=[CH:6][C:5]([CH2:8]Cl)=[C:4]([O:10][CH3:11])[CH:3]=1.C(=O)([O-])[O-].[K+].[K+].[NH:18]1[CH2:23][CH2:22][CH2:21][CH2:20][CH2:19]1. The catalyst is C(#N)C. The product is [Br:1][C:2]1[CH:7]=[CH:6][C:5]([CH2:8][N:18]2[CH2:23][CH2:22][CH2:21][CH2:20][CH2:19]2)=[C:4]([O:10][CH3:11])[CH:3]=1. The yield is 0.960. (9) The reactants are [OH:1][C:2]1[C:3]([NH:12][C:13](=[O:15])[CH3:14])=[CH:4][C:5]2[C:10]([CH:11]=1)=[CH:9][CH:8]=[CH:7][CH:6]=2.I[CH2:17][CH2:18][CH3:19].C(=O)([O-])[O-].[K+].[K+]. The catalyst is C(#N)C. The product is [CH2:17]([O:1][C:2]1[C:3]([NH:12][C:13](=[O:15])[CH3:14])=[CH:4][C:5]2[C:10]([CH:11]=1)=[CH:9][CH:8]=[CH:7][CH:6]=2)[CH2:18][CH3:19]. The yield is 0.960.